This data is from Full USPTO retrosynthesis dataset with 1.9M reactions from patents (1976-2016). The task is: Predict the reactants needed to synthesize the given product. Given the product [C:45]([O:44][C:43](=[O:49])[NH:42][C@H:39]1[CH2:40][CH2:41][C@@H:36]([NH:35][C:32]([C:20]2[C:16]3[N:17]=[CH:18][N:19]=[C:14]([C:7]4[CH:8]=[C:9]([CH3:13])[C:10]([F:12])=[CH:11][C:6]=4[O:5][CH2:4][CH:1]4[CH2:2][CH2:3]4)[C:15]=3[N:22]([CH2:23][O:24][CH2:25][CH2:26][Si:27]([CH3:28])([CH3:30])[CH3:29])[C:21]=2[CH3:31])=[O:33])[CH2:37][CH2:38]1)([CH3:46])([CH3:48])[CH3:47], predict the reactants needed to synthesize it. The reactants are: [CH:1]1([CH2:4][O:5][C:6]2[CH:11]=[C:10]([F:12])[C:9]([CH3:13])=[CH:8][C:7]=2[C:14]2[C:15]3[N:22]([CH2:23][O:24][CH2:25][CH2:26][Si:27]([CH3:30])([CH3:29])[CH3:28])[C:21]([CH3:31])=[C:20]([C:32](O)=[O:33])[C:16]=3[N:17]=[CH:18][N:19]=2)[CH2:3][CH2:2]1.[NH2:35][C@@H:36]1[CH2:41][CH2:40][C@H:39]([NH:42][C:43](=[O:49])[O:44][C:45]([CH3:48])([CH3:47])[CH3:46])[CH2:38][CH2:37]1.